This data is from Forward reaction prediction with 1.9M reactions from USPTO patents (1976-2016). The task is: Predict the product of the given reaction. Given the reactants [C:1]1([CH:8]=[CH:7][C:5]([OH:6])=[CH:4][CH:3]=1)[OH:2].I[CH:10]([CH3:12])[CH3:11].[OH-].[Na+], predict the reaction product. The product is: [CH:10]([O:2][C:1]1[CH:8]=[CH:7][C:5]([OH:6])=[CH:4][CH:3]=1)([CH3:12])[CH3:11].